From a dataset of Reaction yield outcomes from USPTO patents with 853,638 reactions. Predict the reaction yield, written as a fraction of the theoretical maximum amount of product (1.0 means a 100% yield; for example, 0.34 means a 34% yield). The reactants are [OH:1][C:2]1[CH:3]=[C:4]2[C:9](=[CH:10][C:11]=1[O:12][CH3:13])[CH:8]([CH2:14][C:15]1[CH:20]=[CH:19][CH:18]=[C:17]([O:21][CH2:22][CH3:23])[CH:16]=1)[NH:7][CH:6]=[C:5]2[CH:24]=[O:25]. The catalyst is C(Cl)(Cl)Cl.[O-2].[Mn+4].[O-2]. The product is [OH:1][C:2]1[CH:3]=[C:4]2[C:9](=[CH:10][C:11]=1[O:12][CH3:13])[C:8]([CH2:14][C:15]1[CH:20]=[CH:19][CH:18]=[C:17]([O:21][CH2:22][CH3:23])[CH:16]=1)=[N:7][CH:6]=[C:5]2[CH:24]=[O:25]. The yield is 0.890.